Predict which catalyst facilitates the given reaction. From a dataset of Catalyst prediction with 721,799 reactions and 888 catalyst types from USPTO. Reactant: [CH2:1]1[C:6]2([CH2:11][CH2:10][N:9]([C:12]([O:14][C:15]([CH3:18])([CH3:17])[CH3:16])=[O:13])[CH2:8][CH2:7]2)[CH2:5][NH:4][CH2:3][CH2:2]1.C([O-])([O-])=O.[K+].[K+].Br[CH2:26][CH2:27][C:28]#[CH:29].C(O)(=O)C(O)=O.CC(C)=O. Product: [CH2:29]([N:4]1[CH2:5][C:6]2([CH2:7][CH2:8][N:9]([C:12]([O:14][C:15]([CH3:18])([CH3:17])[CH3:16])=[O:13])[CH2:10][CH2:11]2)[CH2:1][CH2:2][CH2:3]1)[CH2:28][C:27]#[CH:26]. The catalyst class is: 23.